This data is from Catalyst prediction with 721,799 reactions and 888 catalyst types from USPTO. The task is: Predict which catalyst facilitates the given reaction. (1) The catalyst class is: 135. Reactant: C(OC([N:8]1[CH2:12][CH2:11][C:10]2([CH2:16][CH2:15][N:14]([C:17]3[CH:18]=[N:19][C:20]([O:26][C:27]4[CH:32]=[CH:31][C:30]([O:33][C:34]5[CH:39]=[CH:38][CH:37]=[C:36]([F:40])[CH:35]=5)=[CH:29][CH:28]=4)=[C:21]([C:23](=[O:25])[NH2:24])[CH:22]=3)[CH2:13]2)[CH2:9]1)=O)(C)(C)C.Cl. Product: [CH2:13]1[C:10]2([CH2:11][CH2:12][NH:8][CH2:9]2)[CH2:16][CH2:15][N:14]1[C:17]1[CH:18]=[N:19][C:20]([O:26][C:27]2[CH:28]=[CH:29][C:30]([O:33][C:34]3[CH:39]=[CH:38][CH:37]=[C:36]([F:40])[CH:35]=3)=[CH:31][CH:32]=2)=[C:21]([CH:22]=1)[C:23]([NH2:24])=[O:25]. (2) Reactant: [F:1][C:2]1[CH:3]=[C:4]([CH:51]=[CH:52][CH:53]=1)[CH2:5][N:6]1[CH:10]=[C:9]([C:11]2[C:19]3[C:14](=[N:15][CH:16]=[C:17]([C:20]4[CH:25]=[CH:24][C:23]([N:26]5[CH2:31][CH2:30][N:29](C(OC(C)(C)C)=O)[CH2:28][CH2:27]5)=[C:22]([O:39][CH3:40])[CH:21]=4)[CH:18]=3)[N:13]([S:41]([C:44]3[CH:50]=[CH:49][C:47]([CH3:48])=[CH:46][CH:45]=3)(=[O:43])=[O:42])[CH:12]=2)[CH:8]=[N:7]1.CO.[ClH:56]. Product: [ClH:56].[F:1][C:2]1[CH:3]=[C:4]([CH:51]=[CH:52][CH:53]=1)[CH2:5][N:6]1[CH:10]=[C:9]([C:11]2[C:19]3[C:14](=[N:15][CH:16]=[C:17]([C:20]4[CH:25]=[CH:24][C:23]([N:26]5[CH2:27][CH2:28][NH:29][CH2:30][CH2:31]5)=[C:22]([O:39][CH3:40])[CH:21]=4)[CH:18]=3)[N:13]([S:41]([C:44]3[CH:45]=[CH:46][C:47]([CH3:48])=[CH:49][CH:50]=3)(=[O:42])=[O:43])[CH:12]=2)[CH:8]=[N:7]1. The catalyst class is: 27.